Predict which catalyst facilitates the given reaction. From a dataset of Catalyst prediction with 721,799 reactions and 888 catalyst types from USPTO. (1) Reactant: [OH:1][NH:2][C:3]([C:5]1[CH:13]=[CH:12][C:11]2[N:10]3[CH2:14][CH2:15][CH:16]([CH2:17][C:18]([O:20][C:21]([CH3:24])([CH3:23])[CH3:22])=[O:19])[C:9]3=[CH:8][C:7]=2[CH:6]=1)=[NH:4].C(N(CC)CC)C.[Cl:32][C:33]1[N:34]=[CH:35][C:36]([C:39](Cl)=O)=[N:37][CH:38]=1. Product: [Cl:32][C:33]1[N:34]=[CH:35][C:36]([C:39]2[O:1][N:2]=[C:3]([C:5]3[CH:13]=[CH:12][C:11]4[N:10]5[CH2:14][CH2:15][CH:16]([CH2:17][C:18]([O:20][C:21]([CH3:24])([CH3:23])[CH3:22])=[O:19])[C:9]5=[CH:8][C:7]=4[CH:6]=3)[N:4]=2)=[N:37][CH:38]=1. The catalyst class is: 12. (2) Reactant: [F:1][C:2]([F:31])([F:30])[C:3]([C:9]1[CH:29]=[CH:28][C:12]([CH2:13][N:14]2[CH2:20][CH2:19][CH2:18][N:17](C(OC(C)(C)C)=O)[CH2:16][CH2:15]2)=[CH:11][CH:10]=1)([OH:8])[C:4]([F:7])([F:6])[F:5].FC(F)(F)C(O)=O. Product: [N:14]1([CH2:13][C:12]2[CH:28]=[CH:29][C:9]([C:3]([OH:8])([C:2]([F:1])([F:30])[F:31])[C:4]([F:6])([F:7])[F:5])=[CH:10][CH:11]=2)[CH2:20][CH2:19][CH2:18][NH:17][CH2:16][CH2:15]1. The catalyst class is: 4. (3) Reactant: [CH:1]1([C:4]2[C:12]([CH:13]([S:17]([CH3:20])(=[O:19])=[O:18])[CH2:14][CH2:15][OH:16])=[CH:11][C:10]3[C:6](=[C:7]([C:28]([NH:30][CH3:31])=[O:29])[N:8]([C:21]4[CH:26]=[CH:25][C:24]([CH3:27])=[CH:23][CH:22]=4)[N:9]=3)[CH:5]=2)[CH2:3][CH2:2]1.CCN(C(C)C)C(C)C.[CH3:41][S:42](Cl)(=[O:44])=[O:43]. Product: [CH3:41][S:42]([O:16][CH2:15][CH2:14][CH:13]([C:12]1[C:4]([CH:1]2[CH2:3][CH2:2]2)=[CH:5][C:6]2[C:10]([CH:11]=1)=[N:9][N:8]([C:21]1[CH:22]=[CH:23][C:24]([CH3:27])=[CH:25][CH:26]=1)[C:7]=2[C:28](=[O:29])[NH:30][CH3:31])[S:17]([CH3:20])(=[O:19])=[O:18])(=[O:44])=[O:43]. The catalyst class is: 754.